Dataset: Forward reaction prediction with 1.9M reactions from USPTO patents (1976-2016). Task: Predict the product of the given reaction. (1) Given the reactants [CH3:1][C:2]1[C:7]([C:8]([F:11])([F:10])[F:9])=[CH:6][CH:5]=[CH:4][N:3]=1.N(C1(C#N)CCCCC1)=NC1(C#N)CCCCC1.C1C(=O)N([Br:37])C(=O)C1.[O-]S([O-])(=S)=O.[Na+].[Na+], predict the reaction product. The product is: [Br:37][CH2:1][C:2]1[C:7]([C:8]([F:9])([F:11])[F:10])=[CH:6][CH:5]=[CH:4][N:3]=1. (2) Given the reactants S(Cl)(Cl)=O.CC1OC(C)=CC=1C(O)=O.CC1OC(C)=CC=1C(Cl)=O.[CH3:25][C:26]1[O:27][C:28]([CH3:36])=[CH:29][C:30]=1[C:31]([N:33]=[C:34]=[S:35])=[O:32].[CH3:37][O:38][C:39]1[CH:40]=[C:41]2[C:46](=[CH:47][C:48]=1[O:49][CH3:50])[N:45]=[CH:44][CH:43]=[C:42]2[O:51][C:52]1[CH:58]=[CH:57][C:55]([NH2:56])=[C:54]([F:59])[CH:53]=1, predict the reaction product. The product is: [CH3:37][O:38][C:39]1[CH:40]=[C:41]2[C:46](=[CH:47][C:48]=1[O:49][CH3:50])[N:45]=[CH:44][CH:43]=[C:42]2[O:51][C:52]1[CH:58]=[CH:57][C:55]([NH:56][C:34]([NH:33][C:31]([C:30]2[CH:29]=[C:28]([CH3:36])[O:27][C:26]=2[CH3:25])=[O:32])=[S:35])=[C:54]([F:59])[CH:53]=1. (3) The product is: [F:1][C:2]1[CH:3]=[CH:4][C:5]2[C:6]3[CH2:14][N:13]([CH3:15])[CH2:12][CH2:11][C:7]=3[N:8](/[CH:25]=[C:26](/[C:28]3[CH:33]=[CH:32][C:31]([F:34])=[CH:30][CH:29]=3)\[CH3:27])[C:9]=2[CH:10]=1. Given the reactants [F:1][C:2]1[CH:3]=[CH:4][C:5]2[C:6]3[CH2:14][N:13]([CH3:15])[CH2:12][CH2:11][C:7]=3[NH:8][C:9]=2[CH:10]=1.P([O-])([O-])([O-])=O.[K+].[K+].[K+].Br[CH:25]=[C:26]([C:28]1[CH:33]=[CH:32][C:31]([F:34])=[CH:30][CH:29]=1)[CH3:27], predict the reaction product. (4) Given the reactants [NH2:1][CH:2]([C:11]1[C:16]([O:17][CH3:18])=[CH:15][CH:14]=[CH:13][C:12]=1[F:19])[CH2:3][CH:4]([CH3:10])[C:5]([O:7]CC)=O.[CH3:20][C:21]1[S:25][C:24]([C:26]2[CH:27]=[C:28]([CH:31]=[CH:32][N:33]=2)[CH:29]=O)=[N:23][CH:22]=1, predict the reaction product. The product is: [F:19][C:12]1[CH:13]=[CH:14][CH:15]=[C:16]([O:17][CH3:18])[C:11]=1[CH:2]1[N:1]([CH2:29][C:28]2[CH:31]=[CH:32][N:33]=[C:26]([C:24]3[S:25][C:21]([CH3:20])=[CH:22][N:23]=3)[CH:27]=2)[C:5](=[O:7])[CH:4]([CH3:10])[CH2:3]1. (5) The product is: [F:27][C:22]1[N:21]=[C:20]2[O:15][C:13]([C:12]3[CH:11]=[CH:10][C:9]([NH:8][CH3:18])=[CH:17][CH:16]=3)=[N:26][C:25]2=[CH:24][CH:23]=1. Given the reactants C(OC([N:8]([CH3:18])[C:9]1[CH:17]=[CH:16][C:12]([C:13]([OH:15])=O)=[CH:11][CH:10]=1)=O)(C)(C)C.F[C:20]1[C:25]([NH2:26])=[CH:24][CH:23]=[C:22]([F:27])[N:21]=1.CN(C=O)C.C([O-])([O-])=O.[K+].[K+], predict the reaction product.